This data is from Catalyst prediction with 721,799 reactions and 888 catalyst types from USPTO. The task is: Predict which catalyst facilitates the given reaction. (1) Reactant: [Cl:1][C:2]1[C:7]([N+:8]([O-:10])=[O:9])=[CH:6][CH:5]=[CH:4][C:3]=1[C:11]1[O:12][C:13]2[C:18]([C:19](=[O:21])[CH:20]=1)=[C:17]([OH:22])[CH:16]=[C:15]([OH:23])[C:14]=2[C@@H:24]1[CH2:28][CH2:27][N:26]([CH3:29])[C@H:25]1[CH2:30][OH:31].Cl. Product: [ClH:1].[Cl:1][C:2]1[C:7]([N+:8]([O-:10])=[O:9])=[CH:6][CH:5]=[CH:4][C:3]=1[C:11]1[O:12][C:13]2[C:18]([C:19](=[O:21])[CH:20]=1)=[C:17]([OH:22])[CH:16]=[C:15]([OH:23])[C:14]=2[C@@H:24]1[CH2:28][CH2:27][N:26]([CH3:29])[C@H:25]1[CH2:30][OH:31]. The catalyst class is: 5. (2) Reactant: [CH2:1]([O:4][C:5]1[N:10]=[N:9][C:8]([NH2:11])=[CH:7][CH:6]=1)[CH2:2][CH3:3].Br[CH:13]1[CH2:21][C:20]2[C:15](=[CH:16][CH:17]=[CH:18][CH:19]=2)[C:14]1=O.C(=O)(O)[O-].[Na+]. Product: [CH2:1]([O:4][C:5]1[CH:6]=[CH:7][C:8]2[N:9]([N:10]=1)[C:13]1[CH2:21][C:20]3[C:15]([C:14]=1[N:11]=2)=[CH:16][CH:17]=[CH:18][CH:19]=3)[CH2:2][CH3:3]. The catalyst class is: 8. (3) Reactant: [Br:1][C:2]1[CH:7]=[CH:6][C:5]([C:8]2[N:9]([CH2:22][CH2:23][OH:24])[CH:10]=[C:11]([C:13]3[N:14]([CH:19]([CH3:21])[CH3:20])[N:15]=[C:16]([CH3:18])[N:17]=3)[N:12]=2)=[C:4](F)[CH:3]=1.[H-].[Na+]. Product: [Br:1][C:2]1[CH:7]=[CH:6][C:5]2[C:8]3[N:9]([CH2:22][CH2:23][O:24][C:4]=2[CH:3]=1)[CH:10]=[C:11]([C:13]1[N:14]([CH:19]([CH3:21])[CH3:20])[N:15]=[C:16]([CH3:18])[N:17]=1)[N:12]=3. The catalyst class is: 3. (4) Reactant: [CH2:1]([O:3][C:4]1[CH:13]=[C:12]2[C:7]([C:8]([C:25]([O:27][CH3:28])=[O:26])=[C:9]([CH3:24])[C:10]([C:14]3[CH:19]=[CH:18][CH:17]=[C:16]([C:20]([F:23])([F:22])[F:21])[CH:15]=3)=[N:11]2)=[CH:6][C:5]=1[S:29]([CH3:32])(=[O:31])=[O:30])[CH3:2].C1C(=O)N([Br:40])C(=O)C1. Product: [Br:40][CH2:24][C:9]1[C:10]([C:14]2[CH:19]=[CH:18][CH:17]=[C:16]([C:20]([F:23])([F:21])[F:22])[CH:15]=2)=[N:11][C:12]2[C:7]([C:8]=1[C:25]([O:27][CH3:28])=[O:26])=[CH:6][C:5]([S:29]([CH3:32])(=[O:31])=[O:30])=[C:4]([O:3][CH2:1][CH3:2])[CH:13]=2. The catalyst class is: 53. (5) Reactant: [CH2:1]([S:3]([CH2:6][CH2:7][NH:8]C(=O)OC(C)(C)C)(=[O:5])=[O:4])[CH3:2].[ClH:16]. Product: [ClH:16].[CH2:1]([S:3]([CH2:6][CH2:7][NH2:8])(=[O:5])=[O:4])[CH3:2]. The catalyst class is: 13. (6) Reactant: [CH:1]1([N:7]2[C:11]3[N:12]=[C:13]([CH:17]4[CH2:20][N:19]([C:21]([NH:23][C:24](=O)[C:25]5[CH:30]=[CH:29][CH:28]=[CH:27][CH:26]=5)=S)[CH2:18]4)[NH:14][C:15](=[O:16])[C:10]=3[CH:9]=[N:8]2)[CH2:6][CH2:5][CH2:4][CH2:3][CH2:2]1.O.[NH2:33][NH2:34]. Product: [CH:1]1([N:7]2[C:11]3[N:12]=[C:13]([CH:17]4[CH2:20][N:19]([C:21]5[NH:23][C:24]([C:25]6[CH:26]=[CH:27][CH:28]=[CH:29][CH:30]=6)=[N:34][N:33]=5)[CH2:18]4)[NH:14][C:15](=[O:16])[C:10]=3[CH:9]=[N:8]2)[CH2:6][CH2:5][CH2:4][CH2:3][CH2:2]1. The catalyst class is: 22. (7) Reactant: [CH3:1][C:2]1([CH3:27])[C:6]([C:7]2[CH:12]=[C:11]([C:13](OC)=[O:14])[C:10]([F:17])=[CH:9][C:8]=2[C:18]2[CH:23]=[C:22]([O:24][CH3:25])[CH:21]=[CH:20][C:19]=2[F:26])=[CH:5][CH2:4][CH2:3]1.[H-].[H-].[H-].[H-].[Li+].[Al+3].[OH-].[Na+]. Product: [CH3:1][C:2]1([CH3:27])[C:6]([C:7]2[CH:12]=[C:11]([CH2:13][OH:14])[C:10]([F:17])=[CH:9][C:8]=2[C:18]2[CH:23]=[C:22]([O:24][CH3:25])[CH:21]=[CH:20][C:19]=2[F:26])=[CH:5][CH2:4][CH2:3]1. The catalyst class is: 1. (8) Product: [Cl:1][C:2]1[CH:3]=[N:4][CH:5]=[C:6]([Cl:9])[C:7]=1[N:8]=[C:19]=[S:20]. Reactant: [Cl:1][C:2]1[CH:3]=[N:4][CH:5]=[C:6]([Cl:9])[C:7]=1[NH2:8].C(N(C(C)C)C(C)C)C.[C:19](Cl)(Cl)=[S:20]. The catalyst class is: 2. (9) Reactant: [OH-].[Na+].C(O[C:6]([C:8]1[C:9]([C:25]([F:28])([F:27])[F:26])=[N:10][C:11]2[N:12]([C:14]([C:17]3[CH:22]=[CH:21][C:20]([Cl:23])=[CH:19][C:18]=3[Cl:24])=[CH:15][N:16]=2)[CH:13]=1)=[O:7])C.C(Cl)CCl.C1[CH:34]=[CH:35][C:36]2N(O)N=[N:39][C:37]=2C=1.[O:43]1CCC[CH2:45][CH:44]1CN.C(N(CC)CC)C. Product: [O:43]1[CH2:34][CH2:35][CH:36]([CH2:37][NH:39][C:6]([C:8]2[C:9]([C:25]([F:26])([F:27])[F:28])=[N:10][C:11]3[N:12]([C:14]([C:17]4[CH:22]=[CH:21][C:20]([Cl:23])=[CH:19][C:18]=4[Cl:24])=[CH:15][N:16]=3)[CH:13]=2)=[O:7])[CH2:45][CH2:44]1. The catalyst class is: 36.